This data is from Full USPTO retrosynthesis dataset with 1.9M reactions from patents (1976-2016). The task is: Predict the reactants needed to synthesize the given product. (1) The reactants are: [CH3:1][O:2][C:3](=[O:22])[CH2:4][C@H:5]([OH:21])[C@H:6]([NH:10][C:11]([O:13][CH2:14][C:15]1[CH:20]=[CH:19][CH:18]=[CH:17][CH:16]=1)=[O:12])[CH:7]([CH3:9])[CH3:8].N1C(C)=CC=CC=1C.O([Si:39]([CH:46]([CH3:48])[CH3:47])([CH:43]([CH3:45])[CH3:44])[CH:40]([CH3:42])[CH3:41])S(C(F)(F)F)(=O)=O. Given the product [CH3:1][O:2][C:3](=[O:22])[CH2:4][C@H:5]([O:21][Si:39]([CH:46]([CH3:48])[CH3:47])([CH:43]([CH3:45])[CH3:44])[CH:40]([CH3:42])[CH3:41])[C@H:6]([NH:10][C:11]([O:13][CH2:14][C:15]1[CH:16]=[CH:17][CH:18]=[CH:19][CH:20]=1)=[O:12])[CH:7]([CH3:9])[CH3:8], predict the reactants needed to synthesize it. (2) Given the product [N:21]1([C:2]2[S:6][C:5]([NH:7][C:8]([C:10]3([C:13]4[CH:18]=[CH:17][C:16]5[O:19][CH2:20][O:30][C:15]=5[CH:14]=4)[CH2:12][CH2:11]3)=[O:9])=[N:4][CH:3]=2)[CH2:26][CH2:25][CH2:24][CH2:23][CH2:22]1, predict the reactants needed to synthesize it. The reactants are: Br[C:2]1[S:6][C:5]([NH:7][C:8]([C:10]2([C:13]3[CH:18]=[CH:17][C:16]([O:19][CH3:20])=[CH:15][CH:14]=3)[CH2:12][CH2:11]2)=[O:9])=[N:4][CH:3]=1.[NH:21]1[CH2:26][CH2:25][CH2:24][CH2:23][CH2:22]1.CN(C)C=[O:30].